Dataset: In vitro SARS-CoV-2 activity screen of 1,480 approved drugs from Prestwick library. Task: Binary Classification. Given a drug SMILES string, predict its activity (active/inactive) in a high-throughput screening assay against a specified biological target. (1) The drug is CCCCc1cc2ccccc2c(OCCN(C)C)n1.Cl. The result is 0 (inactive). (2) The drug is CCCCOC(=O)c1ccc(O)cc1. The result is 0 (inactive). (3) The result is 0 (inactive). The compound is CCCC1O[C@@H]2C[C@H]3[C@@H]4CCC5=CC(=O)C=C[C@]5(C)[C@H]4[C@@H](O)C[C@]3(C)[C@]2(C(=O)CO)O1. (4) The drug is COc1ccc(CN(CCN(C)C)c2ccccn2)cc1.O=C(O)/C=C\C(=O)O. The result is 0 (inactive). (5) The molecule is CN1CCCN(C(c2ccccc2)c2ccc(Cl)cc2)CC1.Cl.Cl. The result is 0 (inactive). (6) The compound is Nc1nc2c(c(=O)[nH]1)N(C=O)C(CNc1ccc(C(=O)N[C@@H](CCC(=O)[O-])C(=O)[O-])cc1)CN2.[Ca+2]. The result is 0 (inactive). (7) The molecule is CC(C)(C)NCC(O)COc1cccc2c1C[C@H](O)[C@H](O)C2. The result is 0 (inactive).